Dataset: Catalyst prediction with 721,799 reactions and 888 catalyst types from USPTO. Task: Predict which catalyst facilitates the given reaction. Reactant: [F:1][C:2]1[CH:7]=[CH:6][C:5]([C:8]2[N:9]=[CH:10][O:11][C:12]=2[C:13]2[CH:18]=[CH:17][N:16]=[C:15]([NH2:19])[CH:14]=2)=[CH:4][CH:3]=1.[C:20]([N:28]=C=O)(=[O:27])C1C=CC=CC=1.C(O)C.C(=O)([O-])[O-].[K+].[K+]. Product: [F:1][C:2]1[CH:3]=[CH:4][C:5]([C:8]2[N:9]=[CH:10][O:11][C:12]=2[C:13]2[CH:18]=[CH:17][N:16]=[C:15]([NH:19][C:20]([NH2:28])=[O:27])[CH:14]=2)=[CH:6][CH:7]=1. The catalyst class is: 91.